From a dataset of Forward reaction prediction with 1.9M reactions from USPTO patents (1976-2016). Predict the product of the given reaction. (1) Given the reactants [CH3:1][C:2]1[NH:3][C:4]2[C:10]([C:11]#[N:12])=[CH:9][CH:8]=[C:7]([N:13]3[C:21]4[CH2:20][C:19]([CH3:23])([CH3:22])[CH2:18][C:17](=[O:24])[C:16]=4[C:15]([CH3:25])=[N:14]3)[C:5]=2[N:6]=1.C[OH:27].[OH-].[Na+], predict the reaction product. The product is: [CH3:1][C:2]1[NH:3][C:4]2[C:10]([C:11]([NH2:12])=[O:27])=[CH:9][CH:8]=[C:7]([N:13]3[C:21]4[CH2:20][C:19]([CH3:22])([CH3:23])[CH2:18][C:17](=[O:24])[C:16]=4[C:15]([CH3:25])=[N:14]3)[C:5]=2[N:6]=1. (2) The product is: [Br:1][C:2]1[C:3]([Cl:19])=[CH:4][CH:5]=[C:6]2[C:10]=1[NH:9][C:8]([CH3:11])=[C:7]2[CH2:12][CH2:13][CH2:14][OH:15]. Given the reactants [Br:1][C:2]1[C:3]([Cl:19])=[CH:4][CH:5]=[C:6]2[C:10]=1[NH:9][C:8]([CH3:11])=[C:7]2[CH2:12][CH2:13][C:14](OCC)=[O:15].B.C1COCC1, predict the reaction product. (3) Given the reactants [OH:1][CH2:2][C:3]1([O:10][C@H:9]([CH2:11][OH:12])[C@@H:7]([OH:8])[C@@H:5]1[OH:6])[OH:4].OC1OC[C@@H](O)[C@H](O)[C@H]1O.OC1O[C@H](CO)[C@H](O)[C@H](O)[C@H]1O, predict the reaction product. The product is: [OH:4][CH:3]1[O:10][C@H:9]([CH2:11][OH:12])[C@@H:7]([OH:8])[C@H:5]([OH:6])[C@H:2]1[OH:1]. (4) Given the reactants [CH3:1][O:2][C:3](=[O:25])[C:4]1[CH:9]=[CH:8][C:7]([NH:10][C:11]([O:13]C2C=CC([N+]([O-])=O)=CC=2)=O)=[C:6]([O:23][CH3:24])[CH:5]=1.[CH3:26][C:27]1[N:28]=[CH:29][C:30]([NH2:33])=[N:31][CH:32]=1.CCOC(C)=O, predict the reaction product. The product is: [CH3:1][O:2][C:3](=[O:25])[C:4]1[CH:9]=[CH:8][C:7]([NH:10][C:11]([NH:33][C:30]2[CH:29]=[N:28][C:27]([CH3:26])=[CH:32][N:31]=2)=[O:13])=[C:6]([O:23][CH3:24])[CH:5]=1. (5) Given the reactants ClC1C=CC=C(C(OO)=[O:9])C=1.[F:12][C:13]1[CH:21]=[C:20]2[C:16]([C:17]([CH2:33][C:34]([OH:36])=[O:35])=[C:18]([CH3:32])[C:19]2=[CH:22][C:23]2[CH:28]=[CH:27][C:26]([S:29]([CH3:31])=[O:30])=[CH:25][CH:24]=2)=[CH:15][C:14]=1[O:37][CH3:38], predict the reaction product. The product is: [F:12][C:13]1[CH:21]=[C:20]2[C:16]([C:17]([CH2:33][C:34]([OH:36])=[O:35])=[C:18]([CH3:32])[C:19]2=[CH:22][C:23]2[CH:28]=[CH:27][C:26]([S:29]([CH3:31])(=[O:9])=[O:30])=[CH:25][CH:24]=2)=[CH:15][C:14]=1[O:37][CH3:38]. (6) Given the reactants [Br:1][C:2]1[N:7]=[C:6]([C:8](=O)[CH3:9])[C:5]([F:11])=[C:4]([Si:12]([CH2:17][CH3:18])([CH2:15][CH3:16])[CH2:13][CH3:14])[CH:3]=1.[C:19]([S@:23]([NH2:25])=[O:24])([CH3:22])([CH3:21])[CH3:20], predict the reaction product. The product is: [Br:1][C:2]1[N:7]=[C:6](/[C:8](=[N:25]/[S@@:23]([C:19]([CH3:22])([CH3:21])[CH3:20])=[O:24])/[CH3:9])[C:5]([F:11])=[C:4]([Si:12]([CH2:17][CH3:18])([CH2:15][CH3:16])[CH2:13][CH3:14])[CH:3]=1. (7) Given the reactants [C:1]([O:5][C:6]([N:8]([CH2:26][C:27]1[CH:32]=[CH:31][CH:30]=[C:29]([Cl:33])[CH:28]=1)[CH:9]([C:12]1[CH:13]=[CH:14][C:15]2[CH:16]3[CH2:25][CH2:24][CH2:23][CH:17]3[C:18](=O)[NH:19][C:20]=2[CH:21]=1)[CH2:10][CH3:11])=[O:7])([CH3:4])([CH3:3])[CH3:2].COC1C=CC(P2(SP(C3C=CC(OC)=CC=3)(=S)S2)=[S:43])=CC=1, predict the reaction product. The product is: [C:1]([O:5][C:6]([N:8]([CH2:26][C:27]1[CH:32]=[CH:31][CH:30]=[C:29]([Cl:33])[CH:28]=1)[CH:9]([C:12]1[CH:13]=[CH:14][C:15]2[CH:16]3[CH2:25][CH2:24][CH2:23][CH:17]3[C:18](=[S:43])[NH:19][C:20]=2[CH:21]=1)[CH2:10][CH3:11])=[O:7])([CH3:4])([CH3:3])[CH3:2]. (8) The product is: [C:1]([O:5][C:6]([N:8]1[CH2:13][CH2:12][CH:11]([CH2:14][CH:15]=[O:16])[CH2:10][CH2:9]1)=[O:7])([CH3:4])([CH3:3])[CH3:2]. Given the reactants [C:1]([O:5][C:6]([N:8]1[CH2:13][CH2:12][CH:11]([CH2:14][CH2:15][OH:16])[CH2:10][CH2:9]1)=[O:7])([CH3:4])([CH3:3])[CH3:2].[Cr](Cl)([O-])(=O)=O.[NH+]1C=CC=CC=1, predict the reaction product. (9) Given the reactants Cl[C:2]1[N:7]=[C:6]([Cl:8])[CH:5]=[CH:4][N:3]=1.[CH3:9][C:10]1[N:11]=[CH:12][NH:13][C:14]=1[CH3:15].O, predict the reaction product. The product is: [Cl:8][C:6]1[CH:5]=[CH:4][N:3]=[C:2]([N:11]2[C:10]([CH3:9])=[C:14]([CH3:15])[N:13]=[CH:12]2)[N:7]=1. (10) Given the reactants [Br:1][C:2]1[C:3]([C:7]2[CH:12]=[CH:11][C:10]([N+:13]([O-:15])=[O:14])=[CH:9][CH:8]=2)=[N:4][NH:5][CH:6]=1.[CH3:16][O:17][C:18]1[CH:25]=[CH:24][C:21]([CH2:22]Cl)=[CH:20][CH:19]=1, predict the reaction product. The product is: [Br:1][C:2]1[C:3]([C:7]2[CH:8]=[CH:9][C:10]([N+:13]([O-:15])=[O:14])=[CH:11][CH:12]=2)=[N:4][N:5]([CH2:22][C:21]2[CH:24]=[CH:25][C:18]([O:17][CH3:16])=[CH:19][CH:20]=2)[CH:6]=1.